Predict the reaction yield, written as a fraction of the theoretical maximum amount of product (1.0 means a 100% yield; for example, 0.34 means a 34% yield). From a dataset of Reaction yield outcomes from USPTO patents with 853,638 reactions. (1) The reactants are [Br:1][C:2]1[CH:3]=[C:4]([C:9](/[C:11](=[CH:17]/OCC)/[C:12]([O:14][CH2:15][CH3:16])=[O:13])=[O:10])[C:5]([Cl:8])=[N:6][CH:7]=1.[NH2:21][C@@H:22]([CH2:25][CH:26]([CH3:28])[CH3:27])[CH2:23][OH:24]. The catalyst is ClCCl. The product is [Br:1][C:2]1[CH:3]=[C:4]([C:9](/[C:11](=[CH:17]/[NH:21][C@@H:22]([CH2:25][CH:26]([CH3:28])[CH3:27])[CH2:23][OH:24])/[C:12]([O:14][CH2:15][CH3:16])=[O:13])=[O:10])[C:5]([Cl:8])=[N:6][CH:7]=1. The yield is 0.800. (2) The reactants are [CH3:1][O:2][C:3]1[CH:8]=[CH:7][C:6]([C:9]2[CH:17]=[CH:16][CH:15]=[C:14]3[C:10]=2[CH2:11][CH2:12][C:13]3=[O:18])=[C:5]([N+:19]([O-])=O)[CH:4]=1.C1(P(C2C=CC=CC=2)C2C=CC=CC=2)C=CC=CC=1.C(OCC)C. The catalyst is ClC1C=CC=CC=1Cl. The product is [CH3:1][O:2][C:3]1[CH:8]=[CH:7][C:6]2[C:9]3[C:10]4[CH2:11][CH2:12][C:13](=[O:18])[C:14]=4[CH:15]=[CH:16][C:17]=3[NH:19][C:5]=2[CH:4]=1. The yield is 0.460. (3) The reactants are [Cl:1][C:2]1[C:3]([NH:25][C:26]2[CH:30]=[C:29]([CH:31]3[CH2:33][CH2:32]3)[NH:28][N:27]=2)=[N:4][C:5]([C:8]2[S:12][C:11]([S:13]([NH:16][NH:17]C(OC(C)(C)C)=O)(=[O:15])=[O:14])=[CH:10][CH:9]=2)=[N:6][CH:7]=1. The catalyst is C(O)(C(F)(F)F)=O. The product is [Cl:1][C:2]1[C:3]([NH:25][C:26]2[CH:30]=[C:29]([CH:31]3[CH2:33][CH2:32]3)[NH:28][N:27]=2)=[N:4][C:5]([C:8]2[S:12][C:11]([S:13]([NH:16][NH2:17])(=[O:14])=[O:15])=[CH:10][CH:9]=2)=[N:6][CH:7]=1. The yield is 0.440. (4) The reactants are [F:1][C:2]1[CH:8]=[C:7]([C:9]2[N:10]=[C:11]([N:20]3[CH2:25][CH2:24][O:23][CH2:22][C@@H:21]3[CH3:26])[C:12]3[CH2:18][CH2:17][N:16]([CH3:19])[CH2:15][C:13]=3[N:14]=2)[C:6]([F:27])=[CH:5][C:3]=1[NH2:4].[CH2:28]([N:30]=[C:31]=[O:32])[CH3:29]. No catalyst specified. The product is [F:1][C:2]1[CH:8]=[C:7]([C:9]2[N:10]=[C:11]([N:20]3[CH2:25][CH2:24][O:23][CH2:22][C@@H:21]3[CH3:26])[C:12]3[CH2:18][CH2:17][N:16]([CH3:19])[CH2:15][C:13]=3[N:14]=2)[C:6]([F:27])=[CH:5][C:3]=1[NH:4][C:31]([NH:30][CH2:28][CH3:29])=[O:32]. The yield is 0.110. (5) The reactants are [F:1][C:2]1[CH:3]=[C:4]2[CH:10]=[CH:9][NH:8][C:5]2=[N:6][CH:7]=1.[H-].[Na+].[C:13]1([CH3:23])[CH:18]=[CH:17][C:16]([S:19](Cl)(=[O:21])=[O:20])=[CH:15][CH:14]=1. The catalyst is C1COCC1. The product is [F:1][C:2]1[CH:3]=[C:4]2[CH:10]=[CH:9][N:8]([S:19]([C:16]3[CH:17]=[CH:18][C:13]([CH3:23])=[CH:14][CH:15]=3)(=[O:21])=[O:20])[C:5]2=[N:6][CH:7]=1. The yield is 0.946. (6) The reactants are [NH2:1][C:2]1[C:3]([CH3:13])=[C:4]([CH:9]=[C:10]([Br:12])[CH:11]=1)[C:5]([O:7][CH3:8])=[O:6].[O:14]1[CH2:19][CH2:18][C:17](=O)[CH2:16][CH2:15]1.C(O)(=O)C.C(O[BH-](OC(=O)C)OC(=O)C)(=O)C.[Na+]. The catalyst is ClCCCl. The product is [Br:12][C:10]1[CH:11]=[C:2]([NH:1][CH:17]2[CH2:18][CH2:19][O:14][CH2:15][CH2:16]2)[C:3]([CH3:13])=[C:4]([CH:9]=1)[C:5]([O:7][CH3:8])=[O:6]. The yield is 0.710. (7) The reactants are Cl.[Cl:2][C:3]1[CH:8]=[CH:7][C:6]([CH:9]2[C:14]3[CH:15]=[C:16]([C:18]4[CH:23]=[CH:22][N:21]=[CH:20][CH:19]=4)[S:17][C:13]=3[CH2:12][CH2:11][CH2:10]2)=[CH:5][CH:4]=1.O.C(OCC)(=O)C. The catalyst is [OH-].[Na+]. The product is [Cl:2][C:3]1[CH:8]=[CH:7][C:6]([CH:9]2[C:14]3[CH:15]=[C:16]([C:18]4[CH:19]=[CH:20][N:21]=[CH:22][CH:23]=4)[S:17][C:13]=3[CH2:12][CH2:11][CH2:10]2)=[CH:5][CH:4]=1. The yield is 0.980. (8) The reactants are [F:1][C:2]1[CH:3]=[C:4]([C:8](=O)[CH2:9][C:10](=O)[C:11]([O:13][CH2:14][CH3:15])=[O:12])[CH:5]=[CH:6][CH:7]=1.[NH2:18][NH2:19]. The catalyst is C(O)C. The product is [F:1][C:2]1[CH:3]=[C:4]([C:8]2[CH:9]=[C:10]([C:11]([O:13][CH2:14][CH3:15])=[O:12])[NH:19][N:18]=2)[CH:5]=[CH:6][CH:7]=1. The yield is 0.860. (9) The reactants are Cl[C:2]1[C:3]([N+:9]([O-:11])=[O:10])=[C:4]([CH:6]=[CH:7][CH:8]=1)[NH2:5].[CH3:12][N:13]1[CH2:18][CH2:17][NH:16][CH2:15][CH2:14]1. No catalyst specified. The product is [CH3:12][N:13]1[CH2:18][CH2:17][N:16]([C:2]2[C:3]([N+:9]([O-:11])=[O:10])=[C:4]([CH:6]=[CH:7][CH:8]=2)[NH2:5])[CH2:15][CH2:14]1. The yield is 0.990.